From a dataset of Reaction yield outcomes from USPTO patents with 853,638 reactions. Predict the reaction yield, written as a fraction of the theoretical maximum amount of product (1.0 means a 100% yield; for example, 0.34 means a 34% yield). (1) The reactants are [Si]([O:8][CH2:9][CH2:10][N:11]([CH3:70])[CH2:12][CH2:13][C@@H:14]([NH:23][C:24]1[CH:29]=[CH:28][C:27]([S:30]([NH:33][C:34](=[O:62])[C:35]2[CH:40]=[CH:39][C:38]([N:41]3[CH2:46][CH2:45][CH:44]([C@H:47]([C:49]4[CH:54]=[CH:53][CH:52]=[CH:51][C:50]=4[C:55]4[CH:60]=[CH:59][C:58]([Cl:61])=[CH:57][CH:56]=4)[OH:48])[CH2:43][CH2:42]3)=[CH:37][CH:36]=2)(=[O:32])=[O:31])=[CH:26][C:25]=1[S:63]([C:66]([F:69])([F:68])[F:67])(=[O:65])=[O:64])[CH2:15][S:16][C:17]1[CH:22]=[CH:21][CH:20]=[CH:19][CH:18]=1)(C(C)(C)C)(C)C.Cl. The catalyst is O1CCOCC1.CO. The product is [Cl:61][C:58]1[CH:59]=[CH:60][C:55]([C:50]2[CH:51]=[CH:52][CH:53]=[CH:54][C:49]=2[C@H:47]([OH:48])[CH:44]2[CH2:43][CH2:42][N:41]([C:38]3[CH:39]=[CH:40][C:35]([C:34]([NH:33][S:30]([C:27]4[CH:28]=[CH:29][C:24]([NH:23][C@H:14]([CH2:13][CH2:12][N:11]([CH2:10][CH2:9][OH:8])[CH3:70])[CH2:15][S:16][C:17]5[CH:22]=[CH:21][CH:20]=[CH:19][CH:18]=5)=[C:25]([S:63]([C:66]([F:67])([F:68])[F:69])(=[O:64])=[O:65])[CH:26]=4)(=[O:31])=[O:32])=[O:62])=[CH:36][CH:37]=3)[CH2:46][CH2:45]2)=[CH:56][CH:57]=1. The yield is 0.800. (2) The reactants are [N:1]1[CH:6]=[CH:5][CH:4]=[C:3]([CH2:7][OH:8])[CH:2]=1.C1N=CN([C:14](N2C=NC=C2)=[O:15])C=1.C1CCN2C(=NCCC2)CC1.[C@H:32]12[CH2:38][C@H:35]([NH:36][CH2:37]1)[CH2:34][N:33]2[C:39]1[N:44]=[CH:43][C:42]([C:45]([O:47][CH2:48][CH3:49])=[O:46])=[CH:41][N:40]=1. The catalyst is C1COCC1.C(OCC)(=O)C. The product is [CH2:48]([O:47][C:45]([C:42]1[CH:41]=[N:40][C:39]([N:33]2[CH2:34][C@@H:35]3[CH2:38][C@H:32]2[CH2:37][N:36]3[C:14]([O:8][CH2:7][C:3]2[CH:2]=[N:1][CH:6]=[CH:5][CH:4]=2)=[O:15])=[N:44][CH:43]=1)=[O:46])[CH3:49]. The yield is 0.240. (3) The reactants are [C:1]([S-:3])#[N:2].[K+].N1C=CC=CC=1.[NH2:11][C:12]1[N:17]=[C:16]([S:18][C@H:19]([C:21]2[CH:26]=[CH:25][CH:24]=[CH:23][C:22]=2[F:27])[CH3:20])[N:15]=[C:14]([OH:28])[CH:13]=1.BrBr. The catalyst is CN(C=O)C.O. The product is [NH2:2][C:1]1[S:3][C:13]2[C:14]([OH:28])=[N:15][C:16]([S:18][C@H:19]([C:21]3[CH:26]=[CH:25][CH:24]=[CH:23][C:22]=3[F:27])[CH3:20])=[N:17][C:12]=2[N:11]=1. The yield is 0.810. (4) No catalyst specified. The product is [F:40][C:41]([F:46])([F:45])[C:42]([OH:44])=[O:43].[NH2:8][CH2:9][CH2:10][O:11][C:12]1[CH:37]=[C:36]([O:38][CH3:39])[CH:35]=[CH:34][C:13]=1[C:14]([NH:16][C:17]1[C:18]([NH:23][C:24](=[O:33])[C:25]2[CH:30]=[CH:29][C:28]([O:31][CH3:32])=[CH:27][CH:26]=2)=[CH:19][CH:20]=[CH:21][CH:22]=1)=[O:15]. The reactants are C(OC([NH:8][CH2:9][CH2:10][O:11][C:12]1[CH:37]=[C:36]([O:38][CH3:39])[CH:35]=[CH:34][C:13]=1[C:14]([NH:16][C:17]1[C:18]([NH:23][C:24](=[O:33])[C:25]2[CH:30]=[CH:29][C:28]([O:31][CH3:32])=[CH:27][CH:26]=2)=[CH:19][CH:20]=[CH:21][CH:22]=1)=[O:15])=O)(C)(C)C.[F:40][C:41]([F:46])([F:45])[C:42]([OH:44])=[O:43]. The yield is 0.890. (5) The reactants are [CH3:1][O:2][C:3](=[O:18])[CH:4]=[C:5]1[CH2:10][CH2:9][CH:8]([C:11]2[CH:16]=[CH:15][C:14]([OH:17])=[CH:13][CH:12]=2)[CH2:7][CH2:6]1.[H][H]. The catalyst is C(OCC)(=O)C. The product is [CH3:1][O:2][C:3](=[O:18])[CH2:4][C@H:5]1[CH2:6][CH2:7][C@H:8]([C:11]2[CH:12]=[CH:13][C:14]([OH:17])=[CH:15][CH:16]=2)[CH2:9][CH2:10]1. The yield is 0.430. (6) The yield is 0.976. The product is [Br:11][C:12]1[CH:13]=[C:14]([O:8][C:7]2[C:2]([CH3:1])=[N:3][CH:4]=[CH:5][CH:6]=2)[C:15]([C:18]#[N:19])=[N:16][CH:17]=1. The catalyst is O.CN(C=O)C. The reactants are [CH3:1][C:2]1[C:7]([OH:8])=[CH:6][CH:5]=[CH:4][N:3]=1.[H-].[Na+].[Br:11][C:12]1[CH:13]=[C:14]([N+]([O-])=O)[C:15]([C:18]#[N:19])=[N:16][CH:17]=1.[NH4+].[Cl-]. (7) The reactants are [Si:1]([O:8][CH2:9][C@@H:10]1[C:15]([CH2:16][CH3:17])=[CH:14][C:13](=[O:18])[CH2:12][N:11]1[C:19]([O:21][C:22]([CH3:25])([CH3:24])[CH3:23])=[O:20])([C:4]([CH3:7])([CH3:6])[CH3:5])([CH3:3])[CH3:2].[Si](OC[C@@H]1C=C(C)[C@H](O)CN1C(OC(C)(C)C)=O)(C(C)(C)C)(C)C. No catalyst specified. The product is [Si:1]([O:8][CH2:9][C@@H:10]1[C:15]([CH2:16][CH3:17])=[CH:14][C@H:13]([OH:18])[CH2:12][N:11]1[C:19]([O:21][C:22]([CH3:23])([CH3:25])[CH3:24])=[O:20])([C:4]([CH3:7])([CH3:5])[CH3:6])([CH3:3])[CH3:2]. The yield is 1.00. (8) The reactants are [CH2:1]([O:3][C:4]([C:6]([CH2:18][CH2:19][C:20]1[CH:25]=[CH:24][CH:23]=[CH:22][CH:21]=1)([CH2:10][CH2:11][C:12]1[CH:17]=[CH:16][CH:15]=[CH:14][CH:13]=1)C(O)=O)=[O:5])[CH3:2]. The catalyst is N1C=CC=CC=1.O. The product is [CH2:18]([CH:6]([CH2:10][CH2:11][C:12]1[CH:17]=[CH:16][CH:15]=[CH:14][CH:13]=1)[C:4]([O:3][CH2:1][CH3:2])=[O:5])[CH2:19][C:20]1[CH:25]=[CH:24][CH:23]=[CH:22][CH:21]=1. The yield is 0.500. (9) The reactants are [N:1]([CH2:4][C@H:5]1[O:9][C@@H:8]([N:10]2[C:28]3[N:27]=[CH:26][N:25]=[C:14]([NH:15][CH2:16][C:17]4[CH:22]=[CH:21][C:20]([O:23][CH3:24])=[CH:19][CH:18]=4)[C:13]=3[N:12]=[CH:11]2)[C@H:7]([OH:29])[C@@H:6]1[OH:30])=[N+:2]=[N-:3].O=[C:32]1O[C@H:37]([C@H:39]([CH2:41]O)O)[C:35]([O-])=[C:33]1O.[Na+].C#CCCCC. The catalyst is O.CC(O)(C)C. The product is [CH2:35]([C:33]1[N:3]=[N:2][N:1]([CH2:4][C@H:5]2[O:9][C@@H:8]([N:10]3[C:28]4[N:27]=[CH:26][N:25]=[C:14]([NH:15][CH2:16][C:17]5[CH:22]=[CH:21][C:20]([O:23][CH3:24])=[CH:19][CH:18]=5)[C:13]=4[N:12]=[CH:11]3)[C@H:7]([OH:29])[C@@H:6]2[OH:30])[CH:32]=1)[CH2:37][CH2:39][CH3:41]. The yield is 0.810.